Dataset: Forward reaction prediction with 1.9M reactions from USPTO patents (1976-2016). Task: Predict the product of the given reaction. (1) Given the reactants [C:1](=[O:22])([O:5][CH2:6][CH2:7][O:8][CH:9]1[CH2:14][CH2:13][N:12]([C:15]([O:17][C:18]([CH3:21])([CH3:20])[CH3:19])=[O:16])[CH2:11][CH2:10]1)[O:2][CH2:3]Cl.[I-:23].[Na+], predict the reaction product. The product is: [C:1](=[O:22])([O:5][CH2:6][CH2:7][O:8][CH:9]1[CH2:14][CH2:13][N:12]([C:15]([O:17][C:18]([CH3:21])([CH3:20])[CH3:19])=[O:16])[CH2:11][CH2:10]1)[O:2][CH2:3][I:23]. (2) The product is: [CH:1]1([CH2:7][CH2:8]/[CH:9]=[CH:10]/[CH2:11][CH2:12][C:13]([OH:15])=[O:14])[CH2:6][CH2:5][CH2:4][CH2:3][CH2:2]1. Given the reactants [CH:1]1([CH2:7][CH2:8]/[CH:9]=[CH:10]/[CH2:11][CH2:12][C:13]([O:15]CC)=[O:14])[CH2:6][CH2:5][CH2:4][CH2:3][CH2:2]1, predict the reaction product. (3) Given the reactants [CH:1]1([O:6][CH2:7][CH2:8][O:9][C:10]2[CH:15]=[CH:14][C:13]([O:16]CC3C=CC=CC=3)=[CH:12][CH:11]=2)[CH2:5][CH2:4][CH2:3][CH2:2]1.C1(COCCOC2C=CC(O)=CC=2)CC1.C, predict the reaction product. The product is: [CH:1]1([O:6][CH2:7][CH2:8][O:9][C:10]2[CH:11]=[CH:12][C:13]([OH:16])=[CH:14][CH:15]=2)[CH2:2][CH2:3][CH2:4][CH2:5]1. (4) Given the reactants CN([C:4]([O:8]N1N=NC2C=CC=NC1=2)=[N+:5](C)C)C.F[P-](F)(F)(F)(F)F.[C:25]([OH:31])([C:27]([F:30])([F:29])[F:28])=[O:26].[NH:32]1[CH2:36][CH2:35][CH2:34][C@H:33]1[C:37]1[NH:41][C:40]2[CH:42]=[C:43]([C:46]3[CH:55]=[CH:54][C:53]4[C:48](=[CH:49][C:50]([C:56]5[N:57]=[C:58]([C@@H:61]6[CH2:65][CH2:64][CH2:63][NH:62]6)[NH:59][CH:60]=5)=[CH:51][CH:52]=4)[CH:47]=3)[CH:44]=[CH:45][C:39]=2[N:38]=1.C(N([CH:72]([CH3:74])[CH3:73])CC)(C)C.[CH3:75][O:76][C:77]([NH:79][C@@H:80]([CH:84]([CH3:86])[CH3:85])[C:81]([OH:83])=O)=[O:78].[CH3:87][OH:88], predict the reaction product. The product is: [C:25]([OH:31])([C:27]([F:30])([F:29])[F:28])=[O:26].[CH3:75][O:76][C:77]([NH:79][C@@H:80]([CH:84]([CH3:86])[CH3:85])[C:81]([N:32]1[CH2:36][CH2:35][CH2:34][C@H:33]1[C:37]1[NH:38][C:39]2[CH:45]=[CH:44][C:43]([C:46]3[CH:47]=[C:48]4[C:53]([CH:52]=[CH:51][C:50]([C:56]5[N:57]=[C:58]([C@@H:61]6[CH2:65][CH2:64][CH2:63][N:62]6[C:25]([C@@H:27]([NH:5][C:4](=[O:8])[O:88][CH3:87])[CH:72]([CH3:73])[CH3:74])=[O:31])[NH:59][CH:60]=5)=[CH:49]4)=[CH:54][CH:55]=3)=[CH:42][C:40]=2[N:41]=1)=[O:83])=[O:78].